This data is from Catalyst prediction with 721,799 reactions and 888 catalyst types from USPTO. The task is: Predict which catalyst facilitates the given reaction. Reactant: [C:1]([O:5][C:6]([N:8]1[CH2:13][CH2:12][CH:11]([NH:14][C:15]2[N:20]=[C:19](Cl)[N:18]=[C:17]([O:22][CH3:23])[N:16]=2)[CH2:10][CH2:9]1)=[O:7])([CH3:4])([CH3:3])[CH3:2].C(N(C(C)C)C(C)C)C.[NH2:33][CH2:34][CH2:35][OH:36]. Product: [C:1]([O:5][C:6]([N:8]1[CH2:13][CH2:12][CH:11]([NH:14][C:15]2[N:20]=[C:19]([NH:33][CH2:34][CH2:35][OH:36])[N:18]=[C:17]([O:22][CH3:23])[N:16]=2)[CH2:10][CH2:9]1)=[O:7])([CH3:4])([CH3:3])[CH3:2]. The catalyst class is: 10.